Predict the reactants needed to synthesize the given product. From a dataset of Full USPTO retrosynthesis dataset with 1.9M reactions from patents (1976-2016). (1) Given the product [CH2:13]([C:17]1[N:18]=[C:19]([CH3:46])[N:20]([C:40]2[CH:45]=[CH:44][CH:43]=[CH:42][CH:41]=2)[C:21](=[O:39])[C:22]=1[CH2:23][C:24]1[CH:29]=[CH:28][C:27]([C:30]2[CH:35]=[CH:34][CH:33]=[CH:32][C:31]=2[C:36]2[NH:3][C:4](=[O:7])[O:5][N:37]=2)=[CH:26][C:25]=1[F:38])[CH2:14][CH2:15][CH3:16], predict the reactants needed to synthesize it. The reactants are: [Cl-].O[NH3+:3].[C:4](=[O:7])([O-])[OH:5].[Na+].CS(C)=O.[CH2:13]([C:17]1[N:18]=[C:19]([CH3:46])[N:20]([C:40]2[CH:45]=[CH:44][CH:43]=[CH:42][CH:41]=2)[C:21](=[O:39])[C:22]=1[CH2:23][C:24]1[CH:29]=[CH:28][C:27]([C:30]2[C:31]([C:36]#[N:37])=[CH:32][CH:33]=[CH:34][CH:35]=2)=[CH:26][C:25]=1[F:38])[CH2:14][CH2:15][CH3:16]. (2) Given the product [Cl:14][CH2:16][C:7]1[CH:8]=[CH:9][C:4]([O:3][C:2]([F:10])([F:11])[F:1])=[CH:5][CH:6]=1, predict the reactants needed to synthesize it. The reactants are: [F:1][C:2]([F:11])([F:10])[O:3][C:4]1[CH:9]=[CH:8][CH:7]=[CH:6][CH:5]=1.C=O.[ClH:14].N.[CH3:16]O. (3) Given the product [CH2:3]1[C:4]2([CH2:5][N:6]([C:8]3[N:13]=[C:12]([NH:19][C:22](=[O:31])[O:45][C:42]([CH3:44])([CH3:43])[CH3:41])[CH:11]=[CH:10][CH:9]=3)[CH2:7]2)[CH2:1][O:2]1, predict the reactants needed to synthesize it. The reactants are: [CH2:1]1[C:4]2([CH2:7][N:6]([C:8]3[N:13]=[C:12](C(O)=O)[CH:11]=[CH:10][CH:9]=3)[CH2:5]2)[CH2:3][O:2]1.CC[N:19]([CH2:22]C)CC.C1(P(N=[N+]=[N-])(C2C=CC=CC=2)=[O:31])C=CC=CC=1.[CH3:41][C:42]([OH:45])([CH3:44])[CH3:43]. (4) The reactants are: [F:1][C:2]1[CH:9]=[CH:8][C:7](/[CH:10]=[CH:11]/[C:12]([C:14]2[CH:19]=[CH:18][CH:17]=[CH:16][C:15]=2[O:20][CH2:21][CH:22]([CH3:24])[CH3:23])=O)=[CH:6][C:3]=1[C:4]#[N:5].N1([CH2:34][C:35]([NH2:37])=[O:36])C2C=CC=CC=2N=N1.[OH-].[Na+].Cl. Given the product [F:1][C:2]1[CH:9]=[CH:8][C:7]([C:10]2[CH:11]=[C:12]([C:14]3[CH:19]=[CH:18][CH:17]=[CH:16][C:15]=3[O:20][CH2:21][CH:22]([CH3:24])[CH3:23])[NH:37][C:35](=[O:36])[CH:34]=2)=[CH:6][C:3]=1[C:4]#[N:5], predict the reactants needed to synthesize it. (5) Given the product [Cl:23][C:22]1[C:17]([N:14]2[CH:11]3[CH2:12][CH2:13][CH:7]2[CH2:8][C:9](=[O:15])[CH2:10]3)=[N:18][CH:19]=[N:20][C:21]=1[CH2:24][CH3:25], predict the reactants needed to synthesize it. The reactants are: C(=O)([O-])[O-].[K+].[K+].[CH:7]12[NH:14][CH:11]([CH2:12][CH2:13]1)[CH2:10][C:9](=[O:15])[CH2:8]2.Cl[C:17]1[C:22]([Cl:23])=[C:21]([CH2:24][CH3:25])[N:20]=[CH:19][N:18]=1. (6) Given the product [ClH:29].[NH2:18][CH:8]([C:7]1[N:6]=[C:5]([NH:25][C:26](=[O:28])[CH3:27])[CH:4]=[CH:3][C:2]=1[Br:1])[CH2:9][C:10]1[CH:11]=[C:12]([F:17])[CH:13]=[C:14]([F:16])[CH:15]=1, predict the reactants needed to synthesize it. The reactants are: [Br:1][C:2]1[CH:3]=[CH:4][C:5]([NH:25][C:26](=[O:28])[CH3:27])=[N:6][C:7]=1[C@@H:8]([NH:18]S(C(C)(C)C)=O)[CH2:9][C:10]1[CH:15]=[C:14]([F:16])[CH:13]=[C:12]([F:17])[CH:11]=1.[ClH:29]. (7) The reactants are: [CH3:1][N:2]1[C:6]([CH:7]2[C:16](=O)[C:15]3[C:14]([C:18]([O:20]CC)=O)=[CH:13][CH:12]=[CH:11][C:10]=3[NH:9][CH:8]2[C:23]2[CH:28]=[CH:27][CH:26]=[CH:25][CH:24]=2)=[N:5][CH:4]=[N:3]1.O.[NH2:30][NH2:31]. Given the product [CH3:1][N:2]1[C:6]([CH:7]2[C:16]3=[N:30][NH:31][C:18](=[O:20])[C:14]4[CH:13]=[CH:12][CH:11]=[C:10]([C:15]=43)[NH:9][CH:8]2[C:23]2[CH:28]=[CH:27][CH:26]=[CH:25][CH:24]=2)=[N:5][CH:4]=[N:3]1, predict the reactants needed to synthesize it. (8) Given the product [S:11]1[CH:10]=[CH:9][N:13]=[C:12]1[NH:14][NH:4][S:5]([NH2:8])(=[O:6])=[O:7], predict the reactants needed to synthesize it. The reactants are: C1([NH:4][S:5]([NH2:8])(=[O:7])=[O:6])CC1.[CH:9]1[N:13]=[C:12]([NH2:14])[S:11][CH:10]=1.